From a dataset of Experimentally validated miRNA-target interactions with 360,000+ pairs, plus equal number of negative samples. Binary Classification. Given a miRNA mature sequence and a target amino acid sequence, predict their likelihood of interaction. The miRNA is hsa-miR-4642 with sequence AUGGCAUCGUCCCCUGGUGGCU. The protein sequence of the target gene is MAGRESPPPSAPSMAPISFGFTRTSVRRRLADLGDSERQAPEEKDFLATVEGRKLQSVNPPEAPKELVIPLIQNGSRRQPLSKNPKPSSETSTVLMSDGVLSQAVKELIEESKKSLEERENAGVDPTLTIPMIQKGCTPIEEGSDSEPQAETVPEEADYEAVPVEAYGLAMLRGMGWKPGKGIGNTFSQVVKPRVNSIRPKGLGLGANRMEAQDLASVGSHHPPRPDGDRENDKEGQPQGLMHGRAVVVLSGPYRGLYGKVEGLDPDNVRAMVRLAVGNRIVTVSEYCLRPVSQQEFDSH.... Result: 0 (no interaction).